This data is from Catalyst prediction with 721,799 reactions and 888 catalyst types from USPTO. The task is: Predict which catalyst facilitates the given reaction. (1) Reactant: [C:1]([C:5]1[C:6]([O:20][CH3:21])=[C:7]([NH2:19])[CH:8]=[C:9]([C:11]2[C:12]([O:17][CH3:18])=[N:13][CH:14]=[CH:15][CH:16]=2)[CH:10]=1)([CH3:4])([CH3:3])[CH3:2].[N+:22]([C:25]1[CH:33]=[CH:32][C:28]([C:29](Cl)=[O:30])=[CH:27][CH:26]=1)([O-:24])=[O:23]. The catalyst class is: 2. Product: [C:1]([C:5]1[C:6]([O:20][CH3:21])=[C:7]([NH:19][C:29](=[O:30])[C:28]2[CH:27]=[CH:26][C:25]([N+:22]([O-:24])=[O:23])=[CH:33][CH:32]=2)[CH:8]=[C:9]([C:11]2[C:12]([O:17][CH3:18])=[N:13][CH:14]=[CH:15][CH:16]=2)[CH:10]=1)([CH3:4])([CH3:2])[CH3:3]. (2) Reactant: [CH3:1][C:2]1[N:3]=[C:4]([NH:10][CH3:11])[S:5][C:6]=1[C:7](=[O:9])[CH3:8].[Br:12]Br. Product: [Br:12][CH2:8][C:7]([C:6]1[S:5][C:4]([NH:10][CH3:11])=[N:3][C:2]=1[CH3:1])=[O:9]. The catalyst class is: 676. (3) Reactant: [H-].[Na+].[C:3]([O:11]CC)(=[O:10])[CH2:4][C:5](OCC)=O.BrC[C:16]1[CH:21]=[CH:20][CH:19]=[CH:18][C:17]=1[N+:22]([O-:24])=[O:23]. Product: [N+:22]([C:17]1[CH:18]=[CH:19][CH:20]=[CH:21][C:16]=1[CH2:5][CH2:4][C:3]([OH:11])=[O:10])([O-:24])=[O:23]. The catalyst class is: 18. (4) Reactant: [O:1]1[CH2:6][CH2:5][CH2:4][CH2:3][CH:2]1[O:7][CH2:8][C:9]1([OH:12])[CH2:11][CH2:10]1.[C:13](Cl)(=[O:20])[C:14]1[CH:19]=[CH:18][CH:17]=[CH:16][CH:15]=1. The catalyst class is: 2. Product: [C:13]([O:12][C:9]1([CH2:8][O:7][CH:2]2[CH2:3][CH2:4][CH2:5][CH2:6][O:1]2)[CH2:10][CH2:11]1)(=[O:20])[C:14]1[CH:19]=[CH:18][CH:17]=[CH:16][CH:15]=1. (5) Reactant: [K+].[N:2]1([CH2:8][CH2:9][C:10]([O-:12])=O)[CH2:7][CH2:6][O:5][CH2:4][CH2:3]1.C(OC(=O)CCN1CCOCC1)C.FC(F)(F)C(O)=O.[C:33]1([C:39]2[CH:44]=[C:43]([CH:45]3[CH2:50][CH2:49][NH:48][CH2:47][CH2:46]3)[CH:42]=[CH:41][C:40]=2[NH:51][C:52]([C:54]2[NH:55][CH:56]=[C:57]([C:59]#[N:60])[N:58]=2)=[O:53])[CH2:38][CH2:37][CH2:36][CH2:35][CH:34]=1.CCN=C=NCCCN(C)C.C1C=CC2N(O)N=NC=2C=1.CCN(CCO)CC. Product: [C:33]1([C:39]2[CH:44]=[C:43]([CH:45]3[CH2:46][CH2:47][N:48]([C:10](=[O:12])[CH2:9][CH2:8][N:2]4[CH2:3][CH2:4][O:5][CH2:6][CH2:7]4)[CH2:49][CH2:50]3)[CH:42]=[CH:41][C:40]=2[NH:51][C:52]([C:54]2[NH:55][CH:56]=[C:57]([C:59]#[N:60])[N:58]=2)=[O:53])[CH2:38][CH2:37][CH2:36][CH2:35][CH:34]=1. The catalyst class is: 136. (6) Reactant: [CH3:1][N:2]([C@@H:9]([C:11]1[O:12][C:13]2[CH:21]=[CH:20][CH:19]=[CH:18][C:14]=2[C:15]=1[CH2:16][CH3:17])[CH3:10])[S@@](C(C)(C)C)=O.C(O)(C(F)(F)F)=O. Product: [CH3:1][NH:2][C@@H:9]([C:11]1[O:12][C:13]2[CH:21]=[CH:20][CH:19]=[CH:18][C:14]=2[C:15]=1[CH2:16][CH3:17])[CH3:10]. The catalyst class is: 5. (7) Reactant: [CH3:1][O:2][C:3](=[O:17])[CH:4]=[CH:5][C:6]1[C:14]2[C:9](=[CH:10][CH:11]=[C:12]([O:15][CH3:16])[CH:13]=2)[NH:8][CH:7]=1. Product: [CH3:1][O:2][C:3](=[O:17])[CH2:4][CH2:5][C:6]1[C:14]2[C:9](=[CH:10][CH:11]=[C:12]([O:15][CH3:16])[CH:13]=2)[NH:8][CH:7]=1. The catalyst class is: 312. (8) Reactant: Cl[CH2:2][CH2:3][CH2:4][N:5]1[C:13]2[C:8](=[CH:9][CH:10]=[CH:11][CH:12]=2)[C:7]([C:14](=[O:16])[CH3:15])=[CH:6]1.[C:17](=O)([O-])[O-].[Cs+].[Cs+].[I-].[K+].[CH2:25]([CH:29]1[CH2:34][CH:33]2[CH2:35][CH:30]1[CH2:31][NH:32]2)[CH2:26][CH2:27][CH3:28]. Product: [CH2:25]([CH:29]1[CH2:34][CH:33]2[N:32]([CH2:2][CH2:3][CH2:4][N:5]3[C:13]4[C:8](=[CH:9][CH:10]=[CH:11][CH:12]=4)[C:7]([C:14](=[O:16])[CH3:15])=[CH:6]3)[CH:31]([CH2:30][CH2:35]2)[CH2:17]1)[CH2:26][CH2:27][CH3:28]. The catalyst class is: 23.